Dataset: Catalyst prediction with 721,799 reactions and 888 catalyst types from USPTO. Task: Predict which catalyst facilitates the given reaction. (1) Reactant: [Si]([O:8][CH:9]1[CH2:37][C:12]2[S:13][C:14]([C:16]3[C:25](OC)=[C:24]4[C:19]([C:20](=[O:36])[C:21]([C:31]([O:33][CH2:34][CH3:35])=[O:32])=[CH:22][N:23]4[CH:28]4[CH2:30][CH2:29]4)=[CH:18][CH:17]=3)=[CH:15][C:11]=2[CH2:10]1)(C(C)(C)C)(C)C.F.[NH+]1C=CC=CC=1.C1C[O:48][CH2:47]C1. Product: [CH:28]1([N:23]2[C:24]3[C:19](=[CH:18][CH:17]=[C:16]([C:14]4[S:13][C:12]5[CH2:37][CH:9]([OH:8])[CH2:10][C:11]=5[CH:15]=4)[C:25]=3[CH:47]=[O:48])[C:20](=[O:36])[C:21]([C:31]([O:33][CH2:34][CH3:35])=[O:32])=[CH:22]2)[CH2:29][CH2:30]1. The catalyst class is: 69. (2) Reactant: [Cl:1][C:2]1[CH:3]=[C:4]([Mg]Br)[CH:5]=[CH:6][CH:7]=1.[C:10]1(=[O:16])[CH2:15][CH2:14][CH2:13][CH2:12][CH2:11]1. Product: [Cl:1][C:2]1[CH:3]=[C:4]([C:10]2([OH:16])[CH2:15][CH2:14][CH2:13][CH2:12][CH2:11]2)[CH:5]=[CH:6][CH:7]=1. The catalyst class is: 7. (3) Reactant: [C:1]([O:9][CH2:10][CH3:11])(=[O:8])[CH2:2][C:3]([O:5][CH2:6][CH3:7])=[O:4].[H-].[Na+].F[C:15]1[CH:16]=[C:17]([O:30][CH2:31][C:32]([F:35])([F:34])[F:33])[C:18]([N+:27]([O-:29])=[O:28])=[C:19]([O:21][CH2:22][C:23]([F:26])([F:25])[F:24])[CH:20]=1.O. Product: [CH2:10]([O:9][C:1](=[O:8])[CH:2]([C:15]1[CH:16]=[C:17]([O:30][CH2:31][C:32]([F:34])([F:35])[F:33])[C:18]([N+:27]([O-:29])=[O:28])=[C:19]([O:21][CH2:22][C:23]([F:24])([F:26])[F:25])[CH:20]=1)[C:3]([O:5][CH2:6][CH3:7])=[O:4])[CH3:11]. The catalyst class is: 3. (4) Reactant: [N:1]([C:4]1[N:9]=[C:8]([N:10]2[CH2:15][CH2:14][CH:13]([C:16]([NH:18][S:19]([C:22]3[S:23][C:24]([Cl:27])=[CH:25][CH:26]=3)(=[O:21])=[O:20])=[O:17])[CH2:12][CH2:11]2)[C:7]([Cl:28])=[CH:6][C:5]=1[C:29]1[O:30][C:31]([CH2:34][CH3:35])=[CH:32][N:33]=1)=[N+]=[N-].O.[NH4+].[Cl-]. Product: [NH2:1][C:4]1[N:9]=[C:8]([N:10]2[CH2:15][CH2:14][CH:13]([C:16]([NH:18][S:19]([C:22]3[S:23][C:24]([Cl:27])=[CH:25][CH:26]=3)(=[O:21])=[O:20])=[O:17])[CH2:12][CH2:11]2)[C:7]([Cl:28])=[CH:6][C:5]=1[C:29]1[O:30][C:31]([CH2:34][CH3:35])=[CH:32][N:33]=1. The catalyst class is: 49. (5) Reactant: [F:1][C:2]([F:35])([F:34])[C:3]1[CH:4]=[C:5]([CH:27]=[C:28]([C:30]([F:33])([F:32])[F:31])[CH:29]=1)[CH2:6][N:7]1[C:11](Cl)=[C:10]([C:13]([N:15]2[CH2:19][CH2:18][CH2:17][CH:16]2[C:20]2[CH:25]=[CH:24][CH:23]=[CH:22][C:21]=2[Cl:26])=[O:14])[N:9]=[N:8]1.[NH:36]1[CH2:41][CH2:40][O:39][CH2:38][CH2:37]1. Product: [F:32][C:30]([F:31])([F:33])[C:28]1[CH:27]=[C:5]([CH:4]=[C:3]([C:2]([F:1])([F:35])[F:34])[CH:29]=1)[CH2:6][N:7]1[C:11]([N:36]2[CH2:41][CH2:40][O:39][CH2:38][CH2:37]2)=[C:10]([C:13]([N:15]2[CH2:19][CH2:18][CH2:17][CH:16]2[C:20]2[CH:25]=[CH:24][CH:23]=[CH:22][C:21]=2[Cl:26])=[O:14])[N:9]=[N:8]1. The catalyst class is: 25.